Dataset: Full USPTO retrosynthesis dataset with 1.9M reactions from patents (1976-2016). Task: Predict the reactants needed to synthesize the given product. (1) Given the product [C:28]([CH2:27][O:26][C:6]1[C:7]2[S:15][C:14]3[CH:13]=[C:12]([C:16](=[O:24])[NH:17][CH:18]4[CH2:23][CH2:22][CH2:21][CH2:20][CH2:19]4)[CH:11]=[CH:10][C:9]=3[C:8]=2[S:25][C:5]=1[C:3]([OH:4])=[O:2])([OH:30])=[O:29], predict the reactants needed to synthesize it. The reactants are: C[O:2][C:3]([C:5]1[S:25][C:8]2[C:9]3[CH:10]=[CH:11][C:12]([C:16](=[O:24])[NH:17][CH:18]4[CH2:23][CH2:22][CH2:21][CH2:20][CH2:19]4)=[CH:13][C:14]=3[S:15][C:7]=2[C:6]=1[O:26][CH2:27][C:28]([O:30]CC)=[O:29])=[O:4].O. (2) Given the product [CH:29]([O:31][CH2:32][CH2:33][N:7]([C:1]1[CH:2]=[CH:3][CH:4]=[CH:5][CH:6]=1)[N:8]=[CH:9][C:10]1[CH:15]=[CH:14][C:13]([N:16]([C:23]2[CH:24]=[CH:25][CH:26]=[CH:27][CH:28]=2)[C:17]2[CH:18]=[CH:19][CH:20]=[CH:21][CH:22]=2)=[CH:12][CH:11]=1)=[CH2:30], predict the reactants needed to synthesize it. The reactants are: [C:1]1([NH:7][N:8]=[CH:9][C:10]2[CH:15]=[CH:14][C:13]([N:16]([C:23]3[CH:28]=[CH:27][CH:26]=[CH:25][CH:24]=3)[C:17]3[CH:22]=[CH:21][CH:20]=[CH:19][CH:18]=3)=[CH:12][CH:11]=2)[CH:6]=[CH:5][CH:4]=[CH:3][CH:2]=1.[CH:29]([O:31][CH2:32][CH2:33]Cl)=[CH2:30].[OH-].[K+].C(=O)([O-])[O-].[K+].[K+]. (3) Given the product [CH3:1][O:2][C:3]([C:5]1[C:6]([OH:31])=[C:7]2[C:12](=[C:13]([CH3:32])[N:14]=1)[N:11]([CH2:16][C:17]1[CH:22]=[CH:21][CH:20]=[CH:19][CH:18]=1)[C:10](=[O:23])[C:9]([CH2:24][C:25]1[CH:30]=[CH:29][CH:28]=[CH:27][CH:26]=1)=[CH:8]2)=[O:4], predict the reactants needed to synthesize it. The reactants are: [CH3:1][O:2][C:3]([C:5]1[C:6]([OH:31])=[C:7]2[C:12](=[C:13](Br)[N:14]=1)[N:11]([CH2:16][C:17]1[CH:22]=[CH:21][CH:20]=[CH:19][CH:18]=1)[C:10](=[O:23])[C:9]([CH2:24][C:25]1[CH:30]=[CH:29][CH:28]=[CH:27][CH:26]=1)=[CH:8]2)=[O:4].[CH3:32][Sn](C)(C)C.CCOC(C)=O.Cl. (4) Given the product [NH2:10][CH2:9][C:8]1[C:15]([CH3:17])=[CH:16][C:5]([C:1]([CH3:3])([CH3:2])[CH3:4])=[CH:6][C:7]=1[OH:18], predict the reactants needed to synthesize it. The reactants are: [C:1]([C:5]1[CH:16]=[C:15]([CH3:17])[C:8]([CH2:9][NH:10]C(=O)CCl)=[C:7]([OH:18])[CH:6]=1)([CH3:4])([CH3:3])[CH3:2].Cl.